From a dataset of KCNQ2 potassium channel screen with 302,405 compounds. Binary Classification. Given a drug SMILES string, predict its activity (active/inactive) in a high-throughput screening assay against a specified biological target. (1) The molecule is Clc1c(c2noc(c2C(=O)N)C)c(Cl)ccc1. The result is 0 (inactive). (2) The molecule is N1(CCCC1)Cc1c(c(c(c(c1C)C)C)C)C. The result is 0 (inactive). (3) The compound is n12ncnc2ncc(c1N)c1ccccc1. The result is 0 (inactive). (4) The drug is O=C(NC(CCc1ccccc1)C)C1CC1. The result is 0 (inactive). (5) The compound is O(C(C(=O)Nc1ccc(cc1)C(OC)=O)C)c1ccccc1. The result is 0 (inactive). (6) The result is 0 (inactive). The drug is S=c1n(CCCCCC(=O)N2CCN(CC2)c2cc(OC)ccc2)c(=O)c2c([nH]1)cc1OCOc1c2. (7) The drug is O=C1N(C(=O)C2C3C(C12)C1C2C(C3C=C1)C(=O)N(C2=O)c1ccc(O)cc1)c1ccc(O)cc1. The result is 0 (inactive). (8) The result is 0 (inactive). The compound is Clc1c(CNC(=O)c2[nH]c(c(c2CC)C(=O)C)C)cccc1.